Dataset: Forward reaction prediction with 1.9M reactions from USPTO patents (1976-2016). Task: Predict the product of the given reaction. Given the reactants CC(C)([O-])C.[K+].[OH:7][CH:8]1[CH2:13][CH2:12][CH:11]([C:14]([O:16][C:17]([CH3:20])([CH3:19])[CH3:18])=[O:15])[CH2:10][CH2:9]1.F[C:22]1[CH:27]=[CH:26][C:25]([N+:28]([O-:30])=[O:29])=[CH:24][N:23]=1, predict the reaction product. The product is: [N+:28]([C:25]1[CH:26]=[CH:27][C:22]([O:7][CH:8]2[CH2:9][CH2:10][CH:11]([C:14]([O:16][C:17]([CH3:20])([CH3:19])[CH3:18])=[O:15])[CH2:12][CH2:13]2)=[N:23][CH:24]=1)([O-:30])=[O:29].